Dataset: Catalyst prediction with 721,799 reactions and 888 catalyst types from USPTO. Task: Predict which catalyst facilitates the given reaction. (1) Reactant: [NH:1]1[CH2:6][CH2:5][CH2:4][N:3]2[CH2:7][CH2:8][CH2:9][CH:2]12.Br[CH2:11][C:12]1[CH:21]=[CH:20][C:15]([C:16]([O:18][CH3:19])=[O:17])=[CH:14][CH:13]=1. Product: [CH3:19][O:18][C:16](=[O:17])[C:15]1[CH:20]=[CH:21][C:12]([CH2:11][N:1]2[CH2:6][CH2:5][CH2:4][N:3]3[CH2:7][CH2:8][CH2:9][CH:2]23)=[CH:13][CH:14]=1. The catalyst class is: 11. (2) Reactant: [Cl:1][C:2]1[C:3]([F:36])=[C:4]([C:8]2[O:9][C:10]([C@@H:27]3[CH2:32][CH2:31][CH2:30][CH2:29][C@H:28]3[C:33]([OH:35])=O)=[C:11]([C:13]3[CH:18]=[CH:17][C:16]([N:19]4[CH2:24][CH2:23][S:22](=[O:26])(=[O:25])[CH2:21][CH2:20]4)=[CH:15][CH:14]=3)[N:12]=2)[CH:5]=[CH:6][CH:7]=1.Cl.[NH2:38][C:39]1([C:42]#[N:43])[CH2:41][CH2:40]1.C[NH3+].F[P-](F)(F)(F)(F)F.N1(OC(N(C)C)=[N+](C)C)C2N=CC=CC=2N=N1.F[P-](F)(F)(F)(F)F.C(N(CC)C(C)C)(C)C. Product: [Cl:1][C:2]1[C:3]([F:36])=[C:4]([C:8]2[O:9][C:10]([C@@H:27]3[CH2:32][CH2:31][CH2:30][CH2:29][C@H:28]3[C:33]([NH:38][C:39]3([C:42]#[N:43])[CH2:41][CH2:40]3)=[O:35])=[C:11]([C:13]3[CH:14]=[CH:15][C:16]([N:19]4[CH2:20][CH2:21][S:22](=[O:25])(=[O:26])[CH2:23][CH2:24]4)=[CH:17][CH:18]=3)[N:12]=2)[CH:5]=[CH:6][CH:7]=1. The catalyst class is: 42. (3) Reactant: [CH2:1]([C@@H:8]1[CH2:13][N:12]([CH2:14][C:15]2[CH:20]=[CH:19][CH:18]=[CH:17][CH:16]=2)[CH2:11][CH2:10][N:9]1[C:21]([C:23]1[CH:27]=[C:26]([CH3:28])[N:25]([C:29]2[CH:30]=[C:31]([N:35]3[CH2:40][CH2:39][N:38](C(OC(C)(C)C)=O)[CH2:37][CH2:36]3)[CH:32]=[CH:33][CH:34]=2)[C:24]=1[C:48]1[CH:53]=[CH:52][CH:51]=[CH:50][CH:49]=1)=[O:22])[C:2]1[CH:7]=[CH:6][CH:5]=[CH:4][CH:3]=1.C(O)(C(F)(F)F)=O. Product: [CH2:1]([C@@H:8]1[CH2:13][N:12]([CH2:14][C:15]2[CH:16]=[CH:17][CH:18]=[CH:19][CH:20]=2)[CH2:11][CH2:10][N:9]1[C:21]([C:23]1[CH:27]=[C:26]([CH3:28])[N:25]([C:29]2[CH:34]=[CH:33][CH:32]=[C:31]([N:35]3[CH2:40][CH2:39][NH:38][CH2:37][CH2:36]3)[CH:30]=2)[C:24]=1[C:48]1[CH:53]=[CH:52][CH:51]=[CH:50][CH:49]=1)=[O:22])[C:2]1[CH:7]=[CH:6][CH:5]=[CH:4][CH:3]=1. The catalyst class is: 22. (4) Reactant: [Cl:1][C:2]1[CH:3]=[N:4][C:5]2[C:10]([CH:11]=1)=[CH:9][C:8]([C:12](OC)=[O:13])=[CH:7][C:6]=2[I:16].[H-].C(O[Al](OC(C)(C)C)OC(C)(C)C)(C)(C)C.[Li+].CCOC(C)=O.O. Product: [Cl:1][C:2]1[CH:3]=[N:4][C:5]2[C:10]([CH:11]=1)=[CH:9][C:8]([CH2:12][OH:13])=[CH:7][C:6]=2[I:16]. The catalyst class is: 1. (5) Reactant: [N:1]12[CH2:8][CH2:7][CH:4]([CH2:5][CH2:6]1)[CH:3]([OH:9])[CH2:2]2.CC(C)([O-])C.[K+].I[C:17]1[N:22]=[CH:21][C:20]([Br:23])=[CH:19][N:18]=1.O. Product: [Br:23][C:20]1[CH:19]=[N:18][C:17]([O:9][CH:3]2[CH:4]3[CH2:7][CH2:8][N:1]([CH2:6][CH2:5]3)[CH2:2]2)=[N:22][CH:21]=1. The catalyst class is: 7. (6) Reactant: [CH3:1][C:2]1([CH3:21])[C:6]([CH3:8])([CH3:7])[O:5][B:4]([C:9]2[CH:14]=[CH:13][C:12]([CH:15]3[CH2:20][CH2:19][NH:18][CH2:17][CH2:16]3)=[CH:11][CH:10]=2)[O:3]1.[CH3:22][CH:23]=O.CC(O)=O.[BH-](OC(C)=O)(OC(C)=O)OC(C)=O.[Na+].C([O-])(O)=O.[Na+]. Product: [CH2:22]([N:18]1[CH2:19][CH2:20][CH:15]([C:12]2[CH:13]=[CH:14][C:9]([B:4]3[O:3][C:2]([CH3:21])([CH3:1])[C:6]([CH3:7])([CH3:8])[O:5]3)=[CH:10][CH:11]=2)[CH2:16][CH2:17]1)[CH3:23]. The catalyst class is: 1. (7) The catalyst class is: 2. Reactant: Cl.[N:2]1([CH2:8][CH2:9][CH2:10][O:11][C:12]2[CH:20]=[CH:19][C:15]([C:16]([Cl:18])=[O:17])=[CH:14][CH:13]=2)[CH2:7][CH2:6][CH2:5][CH2:4][CH2:3]1.[CH:21]1([C:27]([N:29]2[CH2:34][CH2:33][NH:32][CH2:31][CH2:30]2)=[O:28])[CH2:26][CH2:25][CH2:24][CH2:23][CH2:22]1.CCN(CC1C=CC=CC=1)CC.C=CC1C=CC=CC=1.C=CC1C=CC(C=C)=CC=1. Product: [ClH:18].[N:2]1([CH2:8][CH2:9][CH2:10][O:11][C:12]2[CH:20]=[CH:19][C:15]([C:16]([N:32]3[CH2:33][CH2:34][N:29]([C:27]([CH:21]4[CH2:22][CH2:23][CH2:24][CH2:25][CH2:26]4)=[O:28])[CH2:30][CH2:31]3)=[O:17])=[CH:14][CH:13]=2)[CH2:7][CH2:6][CH2:5][CH2:4][CH2:3]1.